This data is from Forward reaction prediction with 1.9M reactions from USPTO patents (1976-2016). The task is: Predict the product of the given reaction. (1) Given the reactants [F:1][C:2]1[CH:10]=[CH:9][C:5]([C:6]([OH:8])=O)=[CH:4][CH:3]=1.CN(C(ON1N=NC2C=CC=NC1=2)=[N+](C)C)C.F[P-](F)(F)(F)(F)F.CN1CCOCC1.[CH3:42][O:43][C:44]1[C:45]2[N:58]=[C:57]([NH2:59])[S:56][C:46]=2[C:47]([CH:50]2[CH2:55][CH2:54][O:53][CH2:52][CH2:51]2)=[N:48][CH:49]=1, predict the reaction product. The product is: [F:1][C:2]1[CH:3]=[CH:4][C:5]([C:6]([NH:59][C:57]2[S:56][C:46]3[C:47]([CH:50]4[CH2:55][CH2:54][O:53][CH2:52][CH2:51]4)=[N:48][CH:49]=[C:44]([O:43][CH3:42])[C:45]=3[N:58]=2)=[O:8])=[CH:9][CH:10]=1. (2) Given the reactants [CH2:1]([N:3]1[CH:7]=[C:6]([C:8]2[CH:13]=[CH:12][N:11]=[C:10]3[N:14]([S:30]([C:33]4[CH:38]=[CH:37][CH:36]=[CH:35][CH:34]=4)(=[O:32])=[O:31])[C:15]([C:17]4[CH2:18][CH2:19][N:20]([C:23](OC(C)(C)C)=[O:24])[CH2:21][CH:22]=4)=[CH:16][C:9]=23)[C:5]([C:39]2[CH:44]=[CH:43][C:42]([N+:45]([O-:47])=[O:46])=[CH:41][CH:40]=2)=[N:4]1)[CH3:2].Cl.[N:49]1(C(Cl)=O)[CH2:54][CH2:53][O:52][CH2:51][CH2:50]1, predict the reaction product. The product is: [CH2:1]([N:3]1[CH:7]=[C:6]([C:8]2[CH:13]=[CH:12][N:11]=[C:10]3[N:14]([S:30]([C:33]4[CH:38]=[CH:37][CH:36]=[CH:35][CH:34]=4)(=[O:32])=[O:31])[C:15]([C:17]4[CH2:18][CH2:19][N:20]([C:23]([N:49]5[CH2:54][CH2:53][O:52][CH2:51][CH2:50]5)=[O:24])[CH2:21][CH:22]=4)=[CH:16][C:9]=23)[C:5]([C:39]2[CH:40]=[CH:41][C:42]([N+:45]([O-:47])=[O:46])=[CH:43][CH:44]=2)=[N:4]1)[CH3:2]. (3) The product is: [CH2:1]([O:8][C:9]1[CH:14]=[CH:13][C:12]([C:15]2[N:23]3[C:18]([CH2:19][CH2:20][CH2:21][CH2:22]3)=[C:17]([C:24]([N:75]([C:72]3[CH:71]=[CH:70][C:69]([O:68][Si:61]([C:64]([CH3:67])([CH3:65])[CH3:66])([CH3:63])[CH3:62])=[CH:74][CH:73]=3)[C:76]3[CH:77]=[C:78]4[CH:84]=[CH:83][N:82]([CH3:85])[C:79]4=[N:80][CH:81]=3)=[O:25])[CH:16]=2)=[C:11]([C:27]([N:29]2[C@H:38]([CH2:39][N:40]3[CH2:41][CH2:42][O:43][CH2:44][CH2:45]3)[CH2:37][C:36]3[C:31](=[CH:32][CH:33]=[CH:34][CH:35]=3)[CH2:30]2)=[O:28])[CH:10]=1)[C:2]1[CH:3]=[CH:4][CH:5]=[CH:6][CH:7]=1. Given the reactants [CH2:1]([O:8][C:9]1[CH:14]=[CH:13][C:12]([C:15]2[N:23]3[C:18]([CH2:19][CH2:20][CH2:21][CH2:22]3)=[C:17]([C:24](O)=[O:25])[CH:16]=2)=[C:11]([C:27]([N:29]2[C@H:38]([CH2:39][N:40]3[CH2:45][CH2:44][O:43][CH2:42][CH2:41]3)[CH2:37][C:36]3[C:31](=[CH:32][CH:33]=[CH:34][CH:35]=3)[CH2:30]2)=[O:28])[CH:10]=1)[C:2]1[CH:7]=[CH:6][CH:5]=[CH:4][CH:3]=1.ClC(N(C)C)=C(C)C.C1(C)C=CC=CC=1.[Si:61]([O:68][C:69]1[CH:74]=[CH:73][C:72]([NH:75][C:76]2[CH:77]=[C:78]3[CH:84]=[CH:83][N:82]([CH3:85])[C:79]3=[N:80][CH:81]=2)=[CH:71][CH:70]=1)([C:64]([CH3:67])([CH3:66])[CH3:65])([CH3:63])[CH3:62], predict the reaction product. (4) Given the reactants [NH2:1][C:2]1[C:7]2=[CH:8][CH:9]=[C:10]([C:11]#[C:12][CH2:13][CH2:14][OH:15])[N:6]2[N:5]=[CH:4][N:3]=1, predict the reaction product. The product is: [NH2:1][C:2]1[C:7]2=[CH:8][CH:9]=[C:10]([CH2:11][CH2:12][CH2:13][CH2:14][OH:15])[N:6]2[N:5]=[CH:4][N:3]=1. (5) Given the reactants [CH:1]1([N:4]([C@@H:22]([C:24]2[CH:29]=[C:28]([CH2:30][CH2:31][CH2:32][NH:33][C:34]([O:36][CH3:37])=[O:35])[N:27]=[C:26]([O:38][CH3:39])[CH:25]=2)[CH3:23])[C:5]([C@@H:7]2[O:12][C@H:11]([CH2:13][F:14])[CH2:10][N:9](C(OC(C)(C)C)=O)[CH2:8]2)=[O:6])[CH2:3][CH2:2]1.FC(F)(F)C(O)=O.C(=O)([O-])O.[Na+], predict the reaction product. The product is: [CH:1]1([N:4]([C:5]([C@@H:7]2[O:12][C@H:11]([CH2:13][F:14])[CH2:10][NH:9][CH2:8]2)=[O:6])[C@@H:22]([C:24]2[CH:25]=[C:26]([O:38][CH3:39])[N:27]=[C:28]([CH2:30][CH2:31][CH2:32][NH:33][C:34](=[O:35])[O:36][CH3:37])[CH:29]=2)[CH3:23])[CH2:2][CH2:3]1. (6) Given the reactants [Br:1][C:2]1[CH:3]=[CH:4][C:5]([O:10][CH3:11])=[C:6]([CH:9]=1)C=O.ClC1C=C(C=CC=1)C(OO)=[O:17], predict the reaction product. The product is: [Br:1][C:2]1[CH:3]=[CH:4][C:5]([O:10][CH3:11])=[C:6]([OH:17])[CH:9]=1. (7) Given the reactants [S:1]1[CH:5]=[CH:4][C:3]([C:6]2[CH:11]=[CH:10][C:9]([CH:12]([CH3:15])[CH2:13][NH2:14])=[CH:8][CH:7]=2)=[CH:2]1.[CH2:16]([N:18]([CH2:22][CH3:23])[C:19](Cl)=[O:20])[CH3:17], predict the reaction product. The product is: [CH2:16]([N:18]([CH2:22][CH3:23])[C:19]([NH:14][CH2:13][CH:12]([C:9]1[CH:10]=[CH:11][C:6]([C:3]2[CH:4]=[CH:5][S:1][CH:2]=2)=[CH:7][CH:8]=1)[CH3:15])=[O:20])[CH3:17].